From a dataset of Peptide-MHC class I binding affinity with 185,985 pairs from IEDB/IMGT. Regression. Given a peptide amino acid sequence and an MHC pseudo amino acid sequence, predict their binding affinity value. This is MHC class I binding data. (1) The MHC is HLA-B40:01 with pseudo-sequence HLA-B40:01. The peptide sequence is RAPHLPPQW. The binding affinity (normalized) is 0.213. (2) The peptide sequence is HVVWAANEL. The MHC is Mamu-B52 with pseudo-sequence Mamu-B52. The binding affinity (normalized) is 0.156. (3) The peptide sequence is CTDKFSQLF. The MHC is HLA-B08:02 with pseudo-sequence HLA-B08:02. The binding affinity (normalized) is 0.0847. (4) The peptide sequence is AVAEAQCKK. The MHC is HLA-A02:02 with pseudo-sequence HLA-A02:02. The binding affinity (normalized) is 0.